From a dataset of Forward reaction prediction with 1.9M reactions from USPTO patents (1976-2016). Predict the product of the given reaction. (1) Given the reactants NC(N)=[S:3].O1[CH2:19][CH:6]1[CH2:7][N:8]1[C:12](=[O:13])[C:11]2=[CH:14][CH:15]=[CH:16][CH:17]=[C:10]2[C:9]1=[O:18], predict the reaction product. The product is: [S:3]1[CH2:19][CH:6]1[CH2:7][N:8]1[C:12](=[O:13])[C:11]2[C:10](=[CH:17][CH:16]=[CH:15][CH:14]=2)[C:9]1=[O:18]. (2) Given the reactants [N:1]1([C:6]2[N:11]=[CH:10][C:9]([C:12]([O:14]CC)=[O:13])=[CH:8][CH:7]=2)[CH:5]=[CH:4][CH:3]=[N:2]1.[OH-].[Li+], predict the reaction product. The product is: [N:1]1([C:6]2[N:11]=[CH:10][C:9]([C:12]([OH:14])=[O:13])=[CH:8][CH:7]=2)[CH:5]=[CH:4][CH:3]=[N:2]1. (3) Given the reactants [CH3:1][O:2][C:3]1[CH:8]=[CH:7][C:6]([CH2:9][C:10](=O)[C:11](C)(C)C)=[CH:5][C:4]=1[O:16][CH2:17][CH2:18][CH2:19][O:20][CH3:21].[C:22]([O-:25])(=O)C.[NH4+].[BH3-]C#[N:29].[Na+], predict the reaction product. The product is: [CH3:22][O:25][CH2:11][CH:10]([NH2:29])[CH2:9][C:6]1[CH:7]=[CH:8][C:3]([O:2][CH3:1])=[C:4]([O:16][CH2:17][CH2:18][CH2:19][O:20][CH3:21])[CH:5]=1. (4) Given the reactants [C:1]([O:5][C:6]([N:8]1[CH2:13][CH2:12][N:11]([C:14]2[CH:19]=[CH:18][C:17]([Cl:20])=[CH:16][C:15]=2/[CH:21]=[C:22]2\[C:23](=[O:32])[NH:24][C:25]3[C:30]\2=[CH:29][CH:28]=[C:27]([Cl:31])[CH:26]=3)[CH2:10][CH2:9]1)=[O:7])([CH3:4])([CH3:3])[CH3:2].[C:33]([O:37][C:38](O[C:38]([O:37][C:33]([CH3:36])([CH3:35])[CH3:34])=[O:39])=[O:39])([CH3:36])([CH3:35])[CH3:34], predict the reaction product. The product is: [C:33]([O:37][C:38]([N:24]1[C:25]2[C:30](=[CH:29][CH:28]=[C:27]([Cl:31])[CH:26]=2)/[C:22](=[CH:21]/[C:15]2[CH:16]=[C:17]([Cl:20])[CH:18]=[CH:19][C:14]=2[N:11]2[CH2:10][CH2:9][N:8]([C:6]([O:5][C:1]([CH3:4])([CH3:2])[CH3:3])=[O:7])[CH2:13][CH2:12]2)/[C:23]1=[O:32])=[O:39])([CH3:36])([CH3:35])[CH3:34]. (5) The product is: [CH3:6][Si:7]([CH3:28])([CH3:29])[CH2:8][CH2:9][O:10][CH2:11][C:12]1([CH:30]([OH:37])[C:31]2[CH:36]=[CH:35][CH:34]=[CH:33][CH:32]=2)[CH:16]([S:17]([NH:20][C:21]2[O:25][N:24]=[C:23]([CH3:26])[C:22]=2[CH3:27])(=[O:18])=[O:19])[CH:15]=[CH:14][S:13]1. Given the reactants [Li]CCCC.[CH3:6][Si:7]([CH3:29])([CH3:28])[CH2:8][CH2:9][O:10][CH2:11][C:12]1[S:13][CH:14]=[CH:15][C:16]=1[S:17]([NH:20][C:21]1[O:25][N:24]=[C:23]([CH3:26])[C:22]=1[CH3:27])(=[O:19])=[O:18].[CH:30](=[O:37])[C:31]1[CH:36]=[CH:35][CH:34]=[CH:33][CH:32]=1, predict the reaction product. (6) Given the reactants [N:1]1([C:7]2[CH:8]=[C:9]([NH2:14])[C:10]([NH2:13])=[CH:11][CH:12]=2)[CH2:6][CH2:5][O:4][CH2:3][CH2:2]1.[C:15](N1C=CN=C1)(N1C=CN=C1)=[O:16], predict the reaction product. The product is: [N:1]1([C:7]2[CH:12]=[CH:11][C:10]3[NH:13][C:15](=[O:16])[NH:14][C:9]=3[CH:8]=2)[CH2:6][CH2:5][O:4][CH2:3][CH2:2]1.